Task: Regression/Classification. Given a drug SMILES string, predict its absorption, distribution, metabolism, or excretion properties. Task type varies by dataset: regression for continuous measurements (e.g., permeability, clearance, half-life) or binary classification for categorical outcomes (e.g., BBB penetration, CYP inhibition). For this dataset (solubility_aqsoldb), we predict Y.. Dataset: Aqueous solubility values for 9,982 compounds from the AqSolDB database (1) The molecule is O=C(OCC(=O)N1CCCCCC1)c1ccccc1. The Y is -2.54 log mol/L. (2) The molecule is C#CC1(O)CCC2C3CCC4=Cc5oncc5CC4(C)C3CCC21C. The Y is -5.51 log mol/L. (3) The drug is CCc1c[nH]c(=O)[nH]c1=O. The Y is -1.94 log mol/L. (4) The compound is OP(O)O.[K+]. The Y is 1.15 log mol/L. (5) The molecule is CC(=O)/C=C/[C@H]1C(C)=CC[C@@H](C)C1(C)C. The Y is -3.80 log mol/L. (6) The compound is CC(=O)OC[C@H]1O[C@H](O[C@]2(COC(C)=O)O[C@H](COC(=O)C(C)C)[C@@H](OC(=O)C(C)C)[C@@H]2OC(=O)C(C)C)[C@H](OC(=O)C(C)C)[C@@H](OC(=O)C(C)C)[C@@H]1OC(=O)C(C)C. The Y is -6.07 log mol/L. (7) The molecule is Clc1cc(Oc2ccc(Cl)c(Cl)c2Cl)cc(Cl)c1Cl. The Y is -8.49 log mol/L. (8) The molecule is N=C(N)N.N=C(N)N.O=C(O)O. The Y is 0.398 log mol/L.